Task: Predict the product of the given reaction.. Dataset: Forward reaction prediction with 1.9M reactions from USPTO patents (1976-2016) Given the reactants [Cl:1][C:2]1[C:14]([Cl:15])=[CH:13][CH:12]=[C:11]2[C:3]=1[C:4]1[CH2:5][CH2:6][CH2:7][C:8](=[O:16])[C:9]=1[NH:10]2.[OH-].[K+].[C:19]1([CH:25]=O)[CH:24]=[CH:23][CH:22]=[CH:21][CH:20]=1, predict the reaction product. The product is: [CH:25](=[C:7]1[CH2:6][CH2:5][C:4]2[C:3]3[C:11](=[CH:12][CH:13]=[C:14]([Cl:15])[C:2]=3[Cl:1])[NH:10][C:9]=2[C:8]1=[O:16])[C:19]1[CH:24]=[CH:23][CH:22]=[CH:21][CH:20]=1.